Predict the reaction yield, written as a fraction of the theoretical maximum amount of product (1.0 means a 100% yield; for example, 0.34 means a 34% yield). From a dataset of Reaction yield outcomes from USPTO patents with 853,638 reactions. (1) The reactants are [C:1]([C:3]1[CH:8]=[CH:7][C:6]([I:9])=[CH:5][CH:4]=1)#[CH:2].C([Mg]Br)C.[CH3:14][C:15]([O:18][C:19]([N:21]1[C@H:25]([C:26](N(OC)C)=[O:27])[CH2:24][CH2:23][CH2:22]1)=[O:20])([CH3:17])[CH3:16]. The catalyst is C1COCC1. The product is [I:9][C:6]1[CH:7]=[CH:8][C:3]([C:1]#[C:2][C:26]([C@@H:25]2[CH2:24][CH2:23][CH2:22][N:21]2[C:19]([O:18][C:15]([CH3:17])([CH3:16])[CH3:14])=[O:20])=[O:27])=[CH:4][CH:5]=1. The yield is 0.710. (2) The yield is 0.580. The product is [CH3:21][CH:20]([CH3:22])[CH2:19][CH2:18][NH:23][C:2](=[O:3])[O:4][C:5]1[CH:10]=[CH:9][CH:8]=[CH:7][CH:6]=1. The catalyst is O1CCCC1. The reactants are Cl[C:2]([O:4][C:5]1[CH:10]=[CH:9][CH:8]=[CH:7][CH:6]=1)=[O:3].C(N(CC)CC)C.[CH2:18]([NH2:23])[CH2:19][CH:20]([CH3:22])[CH3:21]. (3) The reactants are Br[C:2]1[O:6][C:5]([C:7]([CH3:10])([CH3:9])[CH3:8])=[N:4][C:3]=1[C:11]([O:13][CH2:14][CH3:15])=[O:12].CCCCP(CCCC)CCCC.[H+].[B-](F)(F)(F)F.[Br-].[CH3:36][C:37]1[CH:44]=[C:43]([CH3:45])[CH:42]=[C:41]([CH3:46])[C:38]=1[CH2:39][Zn+]. The catalyst is C1COCC1.CC([O-])=O.CC([O-])=O.[Pd+2]. The product is [C:7]([C:5]1[O:6][C:2]([CH2:39][C:38]2[C:41]([CH3:46])=[CH:42][C:43]([CH3:45])=[CH:44][C:37]=2[CH3:36])=[C:3]([C:11]([O:13][CH2:14][CH3:15])=[O:12])[N:4]=1)([CH3:10])([CH3:9])[CH3:8]. The yield is 0.310.